Dataset: Full USPTO retrosynthesis dataset with 1.9M reactions from patents (1976-2016). Task: Predict the reactants needed to synthesize the given product. (1) Given the product [C:16]([C:17]1[CH:18]=[C:19]([CH:34]=[C:35]([C:5]#[CH:6])[CH:36]=1)[CH2:20][O:21][C:22]1[CH:32]=[CH:31][C:25]([O:26][CH2:27][C:28]([O:30][CH3:51])=[O:29])=[C:24]([CH3:33])[CH:23]=1)#[CH:15], predict the reactants needed to synthesize it. The reactants are: C[Si]([C:5]#[CH:6])(C)C.FC(F)(F)C1C=CC([C:15]#[C:16][C:17]2[CH:18]=[C:19]([CH:34]=[C:35](C#CC3C=CC(C(F)(F)F)=CC=3)[CH:36]=2)[CH2:20][O:21][C:22]2[CH:32]=[CH:31][C:25]([O:26][CH2:27][C:28]([OH:30])=[O:29])=[C:24]([CH3:33])[CH:23]=2)=CC=1.[C:51](=O)([O-])[O-].[K+].[K+].CO. (2) Given the product [NH2:10][C:11]1[C:12]([C:13]#[N:14])=[C:15]([NH:7][S:4]([CH2:1][CH2:2][CH3:3])(=[O:6])=[O:5])[CH:16]=[CH:17][CH:18]=1, predict the reactants needed to synthesize it. The reactants are: [CH2:1]([S:4]([NH2:7])(=[O:6])=[O:5])[CH2:2][CH3:3].[H-].[Na+].[NH2:10][C:11]1[CH:18]=[CH:17][CH:16]=[C:15](F)[C:12]=1[C:13]#[N:14].